This data is from Catalyst prediction with 721,799 reactions and 888 catalyst types from USPTO. The task is: Predict which catalyst facilitates the given reaction. (1) Reactant: [F-].C([N+](CCCC)(CCCC)CCCC)CCC.Br[C:20]1[N:25]=[C:24]([O:26][CH2:27][C:28]#[N:29])[CH:23]=[CH:22][CH:21]=1.[Cl:30][C:31]1[CH:32]=[C:33]([O:41][CH3:42])[C:34]([O:37][CH2:38][C:39]#[CH:40])=[N:35][CH:36]=1. Product: [C:28]([CH2:27][O:26][C:24]1[N:25]=[C:20]([C:40]#[C:39][CH2:38][O:37][C:34]2[C:33]([O:41][CH3:42])=[CH:32][C:31]([Cl:30])=[CH:36][N:35]=2)[CH:21]=[CH:22][CH:23]=1)#[N:29]. The catalyst class is: 185. (2) Reactant: Br[C:2]1[CH:3]=[CH:4][C:5]([Cl:19])=[C:6]([CH2:8][C:9]2[CH:14]=[CH:13][C:12]([O:15][CH2:16][CH3:17])=[C:11]([F:18])[CH:10]=2)[CH:7]=1.[Li][CH2:21]CCC.CCCCCC.C[Si](C)(C)[O:33][C@@H:34]1[C@@H:39]([O:40][Si](C)(C)C)[C@H:38]([O:45][Si](C)(C)C)[C@@H:37]([CH2:50][O:51][Si](C)(C)C)[O:36][C:35]1=[O:56].CS(O)(=O)=O. Product: [Cl:19][C:5]1[CH:4]=[CH:3][C:2]([C@@:35]2([O:56][CH3:21])[C@H:34]([OH:33])[C@@H:39]([OH:40])[C@H:38]([OH:45])[C@@H:37]([CH2:50][OH:51])[O:36]2)=[CH:7][C:6]=1[CH2:8][C:9]1[CH:14]=[CH:13][C:12]([O:15][CH2:16][CH3:17])=[C:11]([F:18])[CH:10]=1. The catalyst class is: 36.